This data is from Catalyst prediction with 721,799 reactions and 888 catalyst types from USPTO. The task is: Predict which catalyst facilitates the given reaction. (1) Reactant: Cl.[O:2]=[C:3]1[NH:12][C:11]2[N:10]=[CH:9][C:8](/[CH:13]=[CH:14]/[C:15]([OH:17])=O)=[CH:7][C:6]=2[CH2:5][CH2:4]1.[CH:18]1[CH:19]=CC2N(O)N=[N:24][C:22]=2[CH:23]=1.CCN(C(C)C)C(C)C.N1CCCC1.CCN=C=NCCCN(C)C. Product: [O:17]=[C:15]([N:24]1[CH2:19][CH2:18][CH2:23][CH2:22]1)/[CH:14]=[CH:13]/[C:8]1[CH:7]=[C:6]2[C:11](=[N:10][CH:9]=1)[NH:12][C:3](=[O:2])[CH2:4][CH2:5]2. The catalyst class is: 3. (2) Reactant: C([O:8][C:9]1[C:14]([CH3:15])=[CH:13][C:12]([CH2:16][C@@H:17]([O:37][C:38]([N:40]2[CH2:45][CH2:44][CH:43]([N:46]3[CH2:52][CH2:51][C:50]4[CH:53]=[CH:54][CH:55]=[CH:56][C:49]=4[NH:48][C:47]3=[O:57])[CH2:42][CH2:41]2)=[O:39])[C:18]([N:20]2[CH2:25][CH2:24][CH:23]([N:26]3[CH2:31][CH2:30][CH:29]([C:32]([O:34][CH2:35][CH3:36])=[O:33])[CH2:28][CH2:27]3)[CH2:22][CH2:21]2)=[O:19])=[CH:11][C:10]=1[CH3:58])C1C=CC=CC=1.[H][H]. Product: [OH:8][C:9]1[C:10]([CH3:58])=[CH:11][C:12]([CH2:16][C@@H:17]([O:37][C:38]([N:40]2[CH2:41][CH2:42][CH:43]([N:46]3[CH2:52][CH2:51][C:50]4[CH:53]=[CH:54][CH:55]=[CH:56][C:49]=4[NH:48][C:47]3=[O:57])[CH2:44][CH2:45]2)=[O:39])[C:18]([N:20]2[CH2:21][CH2:22][CH:23]([N:26]3[CH2:31][CH2:30][CH:29]([C:32]([O:34][CH2:35][CH3:36])=[O:33])[CH2:28][CH2:27]3)[CH2:24][CH2:25]2)=[O:19])=[CH:13][C:14]=1[CH3:15]. The catalyst class is: 50. (3) Reactant: [NH2:1][C:2]1[N:7]=[CH:6][C:5]([C:8]2[CH:13]=[CH:12][C:11]([N:14]3[C@@H:18]([C:19]4[CH:24]=[CH:23][CH:22]=[CH:21][CH:20]=4)[C:17]([CH3:26])([CH3:25])[O:16][C:15]3=[O:27])=[CH:10][CH:9]=2)=[CH:4][C:3]=1Br.C([O-])(=O)C.[K+].[CH3:34][C:35]1([CH3:51])[C:39]([CH3:41])([CH3:40])[O:38][B:37]([B:37]2[O:38][C:39]([CH3:41])([CH3:40])[C:35]([CH3:51])([CH3:34])[O:36]2)[O:36]1. Product: [NH2:1][C:2]1[N:7]=[CH:6][C:5]([C:8]2[CH:13]=[CH:12][C:11]([N:14]3[C@@H:18]([C:19]4[CH:24]=[CH:23][CH:22]=[CH:21][CH:20]=4)[C:17]([CH3:26])([CH3:25])[O:16][C:15]3=[O:27])=[CH:10][CH:9]=2)=[CH:4][C:3]=1[B:37]1[O:38][C:39]([CH3:41])([CH3:40])[C:35]([CH3:51])([CH3:34])[O:36]1. The catalyst class is: 12.